From a dataset of Forward reaction prediction with 1.9M reactions from USPTO patents (1976-2016). Predict the product of the given reaction. (1) The product is: [C:2]([OH:7])(=[O:3])[CH3:1].[OH:48][C@H:12]([C:10]1[CH:9]=[CH:8][C:6]([OH:7])=[C:5]([CH2:4][OH:3])[CH:11]=1)[CH2:13][NH:14][CH2:15][CH2:16][CH2:17][CH2:18][CH2:19][CH2:20][O:21][CH2:22][CH2:23][CH2:24][CH2:25][C:26]1[CH:27]=[C:28]([S:32]([NH:35][CH2:36][C:37]([NH2:39])=[O:38])(=[O:33])=[O:34])[CH:29]=[CH:30][CH:31]=1. Given the reactants [CH3:1][C:2]1(C)[O:7][C:6]2[CH:8]=[CH:9][C:10]([C@@H:12]([OH:48])[CH2:13][NH:14][CH2:15][CH2:16][CH2:17][CH2:18][CH2:19][CH2:20][O:21][CH2:22][CH2:23][CH2:24][CH2:25][C:26]3[CH:27]=[C:28]([S:32]([N:35](COCC[Si](C)(C)C)[CH2:36][C:37]([NH2:39])=[O:38])(=[O:34])=[O:33])[CH:29]=[CH:30][CH:31]=3)=[CH:11][C:5]=2[CH2:4][O:3]1.O, predict the reaction product. (2) Given the reactants [Cl:1][C:2]1[CH:3]=[C:4]2[C:8](=[CH:9][C:10]=1[Cl:11])[NH:7][C:6]([C:12]1[CH:19]=[CH:18][C:15]([C:16]#[N:17])=[CH:14][CH:13]=1)=[CH:5]2.[N-:20]=[N+:21]=[N-:22].[Na+].C(N(CC)CC)C, predict the reaction product. The product is: [Cl:1][C:2]1[CH:3]=[C:4]2[C:8](=[CH:9][C:10]=1[Cl:11])[NH:7][C:6]([C:12]1[CH:13]=[CH:14][C:15]([C:16]3[NH:22][N:21]=[N:20][N:17]=3)=[CH:18][CH:19]=1)=[CH:5]2. (3) Given the reactants [NH:1]1[CH:5]=[CH:4][CH:3]=[C:2]1[C:6]([O:8][CH3:9])=[O:7].[H-].[Na+].Cl[C:13]1[C:22]([N+:23]([O-:25])=[O:24])=[CH:21][C:16]([C:17]([O:19][CH3:20])=[O:18])=[CH:15][N:14]=1.S(Cl)(Cl)=O, predict the reaction product. The product is: [CH3:9][O:8][C:6]([C:2]1[N:1]([C:13]2[C:22]([N+:23]([O-:25])=[O:24])=[CH:21][C:16]([C:17]([O:19][CH3:20])=[O:18])=[CH:15][N:14]=2)[CH:5]=[CH:4][CH:3]=1)=[O:7].